Dataset: Aqueous solubility values for 9,982 compounds from the AqSolDB database. Task: Regression/Classification. Given a drug SMILES string, predict its absorption, distribution, metabolism, or excretion properties. Task type varies by dataset: regression for continuous measurements (e.g., permeability, clearance, half-life) or binary classification for categorical outcomes (e.g., BBB penetration, CYP inhibition). For this dataset (solubility_aqsoldb), we predict Y. (1) The compound is NS(=O)(=O)c1cc2c(cc1Cl)NCNS2(=O)=O. The Y is -2.63 log mol/L. (2) The molecule is O=[N+]([O-])c1ccc(Oc2c(Cl)cc(Cl)cc2Cl)cc1. The Y is -5.62 log mol/L. (3) The drug is O=P([O-])([O-])O.[Mg+2]. The Y is 0.264 log mol/L. (4) The drug is Cc1ncnc2nc[nH]c12. The Y is 0.173 log mol/L.